This data is from Catalyst prediction with 721,799 reactions and 888 catalyst types from USPTO. The task is: Predict which catalyst facilitates the given reaction. (1) Reactant: [C:1](Cl)(=O)C(Cl)=O.[Br:7][C:8]1[C:16]([F:17])=[CH:15][C:11]([C:12]([OH:14])=[O:13])=[C:10]([N+:18]([O-:20])=[O:19])[CH:9]=1. Product: [Br:7][C:8]1[C:16]([F:17])=[CH:15][C:11]([C:12]([O:14][CH3:1])=[O:13])=[C:10]([N+:18]([O-:20])=[O:19])[CH:9]=1. The catalyst class is: 59. (2) Reactant: [CH:1]1([N:6]2[CH2:12][C@@:11]([CH2:14][CH3:15])([CH3:13])[C:10](=[O:16])[N:9]([CH3:17])[C:8]3[CH:18]=[N:19][C:20]([NH:22][C:23]4[CH:31]=[CH:30][C:26]([C:27](O)=[O:28])=[CH:25][C:24]=4[O:32][CH3:33])=[N:21][C:7]2=3)[CH2:5][CH2:4][CH2:3][CH2:2]1.C[CH2:35][N:36]([CH:40]([CH3:42])C)[CH:37]([CH3:39])C.[CH3:43][N:44](C(ON1N=NC2C=CC=NC1=2)=[N+](C)C)C.F[P-](F)(F)(F)(F)F. Product: [CH:1]1([N:6]2[CH2:12][C@@:11]([CH2:14][CH3:15])([CH3:13])[C:10](=[O:16])[N:9]([CH3:17])[C:8]3[CH:18]=[N:19][C:20]([NH:22][C:23]4[CH:31]=[CH:30][C:26]([C:27]([NH:44][CH:43]5[CH2:39][CH2:37][N:36]([CH3:35])[CH2:40][CH2:42]5)=[O:28])=[CH:25][C:24]=4[O:32][CH3:33])=[N:21][C:7]2=3)[CH2:5][CH2:4][CH2:3][CH2:2]1. The catalyst class is: 39.